Dataset: Full USPTO retrosynthesis dataset with 1.9M reactions from patents (1976-2016). Task: Predict the reactants needed to synthesize the given product. (1) Given the product [NH2:1][C:2]1[N:7]=[C:6]([C:8]2[O:9][CH:10]=[CH:11][CH:12]=2)[C:5]([C:13]#[N:14])=[C:4]([NH:29][CH2:28][CH2:27][CH2:26][CH2:25][C:19]2[CH:24]=[CH:23][CH:22]=[CH:21][CH:20]=2)[N:3]=1, predict the reactants needed to synthesize it. The reactants are: [NH2:1][C:2]1[N:7]=[C:6]([C:8]2[O:9][CH:10]=[CH:11][CH:12]=2)[C:5]([C:13]#[N:14])=[C:4](S(C)(=O)=O)[N:3]=1.[C:19]1([CH2:25][CH2:26][CH2:27][CH2:28][NH2:29])[CH:24]=[CH:23][CH:22]=[CH:21][CH:20]=1. (2) The reactants are: Cl[CH2:2][CH2:3]NC(NC1C2C(=C(F)C=CC=2)CC1)=O.[CH:18]1([C:27]([NH2:29])=[O:28])[C:26]2[C:21](=[CH:22][CH:23]=[CH:24][CH:25]=2)[CH2:20][CH2:19]1. Given the product [CH:18]1([CH:27]2[NH:29][CH2:3][CH2:2][O:28]2)[C:26]2[C:21](=[CH:22][CH:23]=[CH:24][CH:25]=2)[CH2:20][CH2:19]1, predict the reactants needed to synthesize it.